This data is from Forward reaction prediction with 1.9M reactions from USPTO patents (1976-2016). The task is: Predict the product of the given reaction. Given the reactants [Mg:1].[CH:2]1[C:15]2[C:6](=[CH:7][C:8]3[C:13]([CH:14]=2)=[CH:12][CH:11]=[CH:10][CH:9]=3)[CH:5]=[CH:4][CH:3]=1, predict the reaction product. The product is: [CH:5]1[C:6]2[C:15](=[CH:14][C:13]3[C:8]([CH:7]=2)=[CH:9][CH:10]=[CH:11][CH:12]=3)[CH:2]=[CH:3][CH:4]=1.[Mg:1].